The task is: Predict the reactants needed to synthesize the given product.. This data is from Full USPTO retrosynthesis dataset with 1.9M reactions from patents (1976-2016). (1) Given the product [CH2:1]([O:5][CH:6]1[CH2:7][CH2:8][N:9]([S:12]([CH2:15][C:35](=[O:36])[CH2:34][CH2:33][CH2:32][C:27]2[N:28]=[CH:29][CH:30]=[CH:31][N:26]=2)(=[O:14])=[O:13])[CH2:10][CH2:11]1)[C:2]#[C:3][CH3:4], predict the reactants needed to synthesize it. The reactants are: [CH2:1]([O:5][CH:6]1[CH2:11][CH2:10][N:9]([S:12]([CH3:15])(=[O:14])=[O:13])[CH2:8][CH2:7]1)[C:2]#[C:3][CH3:4].[Li+].C[Si]([N-][Si](C)(C)C)(C)C.[N:26]1[CH:31]=[CH:30][CH:29]=[N:28][C:27]=1[CH2:32][CH2:33][CH2:34][C:35](OCC)=[O:36].O. (2) Given the product [CH3:1][O:2][C:3]1[CH:4]=[CH:5][C:6]([C:12]([O:14][CH3:20])=[O:13])=[C:7]2[C:11]=1[O:10][CH:9]=[CH:8]2, predict the reactants needed to synthesize it. The reactants are: [CH3:1][O:2][C:3]1[CH:4]=[CH:5][C:6]([C:12]([OH:14])=[O:13])=[C:7]2[C:11]=1[O:10][CH:9]=[CH:8]2.S(=O)(=O)(O)O.[CH3:20]O. (3) Given the product [OH:44][CH2:43][CH2:42][C:37]1([NH:36][CH:19]=[C:3]([C:2](=[O:1])[C:9]2[CH:14]=[C:13]([F:15])[C:12]([F:16])=[C:11]([F:17])[C:10]=2[F:18])[C:4]([O:6][CH2:7][CH3:8])=[O:5])[CH2:41][CH2:40][CH2:39][CH2:38]1, predict the reactants needed to synthesize it. The reactants are: [O:1]=[C:2]([C:9]1[CH:14]=[C:13]([F:15])[C:12]([F:16])=[C:11]([F:17])[C:10]=1[F:18])[CH2:3][C:4]([O:6][CH2:7][CH3:8])=[O:5].[CH3:19]C(OC(C)=O)=O.C(OCC)(OCC)OCC.[NH2:36][C:37]1([CH2:42][CH2:43][OH:44])[CH2:41][CH2:40][CH2:39][CH2:38]1. (4) Given the product [N:12]1([NH:13][C:14](=[O:15])[O:16][C:17]([CH3:20])([CH3:19])[CH3:18])[C:11]2[C:10]3[CH:9]=[CH:8][CH:7]=[CH:6][C:5]=3[N:4]=[CH:3][C:2]=2[N:1]=[CH:21]1, predict the reactants needed to synthesize it. The reactants are: [NH2:1][C:2]1[CH:3]=[N:4][C:5]2[C:10]([C:11]=1[NH:12][NH:13][C:14]([O:16][C:17]([CH3:20])([CH3:19])[CH3:18])=[O:15])=[CH:9][CH:8]=[CH:7][CH:6]=2.[CH:21](OCC)(OCC)OCC.Cl.N1C=CC=CC=1. (5) The reactants are: [CH:1]1([CH2:6][N:7]([CH2:38][CH3:39])[C:8]2[N:13]=[C:12]3[N:14]([CH3:18])[N:15]=[C:16]([CH3:17])[C:11]3=[CH:10][C:9]=2[CH2:19][N:20]([CH2:23][C:24]2[CH:29]=[C:28]([C:30]([F:33])([F:32])[F:31])[CH:27]=[C:26]([C:34]([F:37])([F:36])[F:35])[CH:25]=2)[C:21]#[N:22])[CH2:5][CH2:4][CH2:3][CH2:2]1.[OH:40]O.[OH-].[K+].O. Given the product [F:33][C:30]([F:31])([F:32])[C:28]1[CH:29]=[C:24]([CH:25]=[C:26]([C:34]([F:35])([F:36])[F:37])[CH:27]=1)[CH2:23][N:20]([CH2:19][C:9]1[CH:10]=[C:11]2[C:16]([CH3:17])=[N:15][N:14]([CH3:18])[C:12]2=[N:13][C:8]=1[N:7]([CH2:6][CH:1]1[CH2:2][CH2:3][CH2:4][CH2:5]1)[CH2:38][CH3:39])[C:21]([NH2:22])=[O:40], predict the reactants needed to synthesize it. (6) Given the product [Br:1][C:2]1[CH:3]=[CH:4][C:5]([S:8]([C:9]([F:12])([F:10])[F:11])(=[O:13])=[O:18])=[CH:6][CH:7]=1, predict the reactants needed to synthesize it. The reactants are: [Br:1][C:2]1[CH:7]=[CH:6][C:5]([S:8][C:9]([F:12])([F:11])[F:10])=[CH:4][CH:3]=1.[OH:13]S(O)(=O)=O.[OH2:18]. (7) Given the product [CH3:1][C:2]1[C:6]2[CH:7]=[C:8]([OH:11])[CH:9]=[CH:10][C:5]=2[N:4]([CH2:12][C:13]2[CH:14]=[CH:15][C:16]([O:19][CH2:20][CH2:21][N:22]3[CH2:23][CH2:24][CH2:25][CH2:26][CH2:27][CH2:28]3)=[CH:17][CH:18]=2)[C:3]=1[C:29]1[CH:34]=[CH:33][C:32]([OH:35])=[CH:31][CH:30]=1, predict the reactants needed to synthesize it. The reactants are: [CH3:1][C:2]1[C:6]2[CH:7]=[C:8]([OH:11])[CH:9]=[CH:10][C:5]=2[N:4]([CH2:12][C:13]2[CH:18]=[CH:17][C:16]([O:19][CH2:20][CH2:21][N:22]3[CH2:28][CH2:27][CH2:26][CH2:25][CH2:24][CH2:23]3)=[CH:15][CH:14]=2)[C:3]=1[C:29]1[CH:34]=[CH:33][C:32]([OH:35])=[CH:31][CH:30]=1.Cl. (8) Given the product [N:1]1[O:2][N:3]=[C:4]2[CH:9]=[C:8]([C:10]([OH:12])=[O:11])[CH:7]=[CH:6][C:5]=12, predict the reactants needed to synthesize it. The reactants are: [N:1]1[O:2][N:3]=[C:4]2[CH:9]=[C:8]([C:10]([O:12]CC)=[O:11])[CH:7]=[CH:6][C:5]=12.[OH-].[Na+].Cl. (9) The reactants are: [NH2:1][CH:2]1[CH2:7][CH2:6][N:5]([C:8]([N:10]2[C@@:14]([C:16]3[CH:21]=[CH:20][C:19]([Cl:22])=[CH:18][CH:17]=3)([CH3:15])[C@@:13]([C:24]3[CH:29]=[CH:28][C:27]([Cl:30])=[CH:26][CH:25]=3)([CH3:23])[N:12]=[C:11]2[C:31]2[CH:32]=[N:33][C:34]([C:40]([CH3:43])([CH3:42])[CH3:41])=[CH:35][C:36]=2[O:37][CH2:38][CH3:39])=[O:9])[CH2:4][CH2:3]1.[CH2:44]([N:46]=[C:47]=[O:48])[CH3:45]. Given the product [C:40]([C:34]1[N:33]=[CH:32][C:31]([C:11]2[N:10]([C:8]([N:5]3[CH2:4][CH2:3][CH:2]([NH:1][C:47]([NH:46][CH2:44][CH3:45])=[O:48])[CH2:7][CH2:6]3)=[O:9])[C@@:14]([C:16]3[CH:21]=[CH:20][C:19]([Cl:22])=[CH:18][CH:17]=3)([CH3:15])[C@@:13]([C:24]3[CH:29]=[CH:28][C:27]([Cl:30])=[CH:26][CH:25]=3)([CH3:23])[N:12]=2)=[C:36]([O:37][CH2:38][CH3:39])[CH:35]=1)([CH3:42])([CH3:41])[CH3:43], predict the reactants needed to synthesize it. (10) Given the product [C:22]([C:18]1[CH:17]=[C:16]([NH:15][C:14]([CH2:13][O:12][C:8]2[CH:7]=[C:6]([CH:11]=[CH:10][CH:9]=2)[C:5]([OH:25])=[O:4])=[O:24])[CH:21]=[CH:20][CH:19]=1)#[N:23], predict the reactants needed to synthesize it. The reactants are: [OH-].[Li+].C[O:4][C:5](=[O:25])[C:6]1[CH:11]=[CH:10][CH:9]=[C:8]([O:12][CH2:13][C:14](=[O:24])[NH:15][C:16]2[CH:21]=[CH:20][CH:19]=[C:18]([C:22]#[N:23])[CH:17]=2)[CH:7]=1.CO.Cl.